This data is from Reaction yield outcomes from USPTO patents with 853,638 reactions. The task is: Predict the reaction yield, written as a fraction of the theoretical maximum amount of product (1.0 means a 100% yield; for example, 0.34 means a 34% yield). The reactants are C([O:3][C:4](=[O:27])[CH2:5][N:6]1[C:14]2[CH:13]=[CH:12][CH:11]=[CH:10][C:9]=2[C:8]2[CH2:15][CH2:16][N:17]([C:20]([O:22][C:23]([CH3:26])([CH3:25])[CH3:24])=[O:21])[CH2:18][CH2:19][C:7]1=2)C.[OH-].[Na+]. The catalyst is CO. The product is [C:23]([O:22][C:20]([N:17]1[CH2:16][CH2:15][C:8]2[C:9]3[CH:10]=[CH:11][CH:12]=[CH:13][C:14]=3[N:6]([CH2:5][C:4]([OH:27])=[O:3])[C:7]=2[CH2:19][CH2:18]1)=[O:21])([CH3:26])([CH3:24])[CH3:25]. The yield is 1.00.